From a dataset of Forward reaction prediction with 1.9M reactions from USPTO patents (1976-2016). Predict the product of the given reaction. (1) Given the reactants Br[C:2]1[CH:7]=[CH:6][CH:5]=[C:4]([CH3:8])[N:3]=1.C1C=CC(P(C2C(C3C(P(C4C=CC=CC=4)C4C=CC=CC=4)=CC=C4C=3C=CC=C4)=C3C(C=CC=C3)=CC=2)C2C=CC=CC=2)=CC=1.CC(C)([O-])C.[Na+].[C:61]([N:68]1[CH2:73][CH2:72][NH:71][CH2:70][CH2:69]1)([O:63][C:64]([CH3:67])([CH3:66])[CH3:65])=[O:62], predict the reaction product. The product is: [C:64]([O:63][C:61]([N:68]1[CH2:73][CH2:72][N:71]([C:2]2[CH:7]=[CH:6][CH:5]=[C:4]([CH3:8])[N:3]=2)[CH2:70][CH2:69]1)=[O:62])([CH3:67])([CH3:65])[CH3:66]. (2) Given the reactants Br[C:2]1[N:7]2[N:8]=[C:9]([CH2:14][CH3:15])[C:10]([N+:11]([O-:13])=[O:12])=[C:6]2[CH:5]=[CH:4][CH:3]=1.[Cl:16][C:17]1[CH:22]=[C:21]([O:23][CH3:24])[CH:20]=[CH:19][C:18]=1OB(O)O.O.O.O.O.O.O.O.O.[OH-].[Ba+2].[OH-].C(OCC)(=O)C, predict the reaction product. The product is: [Cl:16][C:17]1[CH:22]=[C:21]([O:23][CH3:24])[CH:20]=[CH:19][C:18]=1[C:2]1[N:7]2[N:8]=[C:9]([CH2:14][CH3:15])[C:10]([N+:11]([O-:13])=[O:12])=[C:6]2[CH:5]=[CH:4][CH:3]=1.